Task: Binary Classification. Given a T-cell receptor sequence (or CDR3 region) and an epitope sequence, predict whether binding occurs between them.. Dataset: TCR-epitope binding with 47,182 pairs between 192 epitopes and 23,139 TCRs (1) The epitope is PKYVKQNTLKLAT. The TCR CDR3 sequence is CASLRLGEGGEQFF. Result: 1 (the TCR binds to the epitope). (2) The epitope is QECVRGTTVL. The TCR CDR3 sequence is CASSPHSDHSYEQYF. Result: 1 (the TCR binds to the epitope). (3) The epitope is SLVKPSFYV. The TCR CDR3 sequence is CASSPMGDYETQYF. Result: 1 (the TCR binds to the epitope). (4) The epitope is TLDSKTQSL. The TCR CDR3 sequence is CASEGQGGNEQFF. Result: 0 (the TCR does not bind to the epitope).